Dataset: Reaction yield outcomes from USPTO patents with 853,638 reactions. Task: Predict the reaction yield, written as a fraction of the theoretical maximum amount of product (1.0 means a 100% yield; for example, 0.34 means a 34% yield). (1) The product is [Cl:12][C:13]1[CH:18]=[CH:17][C:16]([C:2]2[C:7]([C:8]([O:10][CH3:11])=[O:9])=[CH:6][N:5]=[CH:4][CH:3]=2)=[C:15]([F:22])[CH:14]=1. The catalyst is O1CCOCC1.O.C1C=CC([P]([Pd]([P](C2C=CC=CC=2)(C2C=CC=CC=2)C2C=CC=CC=2)([P](C2C=CC=CC=2)(C2C=CC=CC=2)C2C=CC=CC=2)[P](C2C=CC=CC=2)(C2C=CC=CC=2)C2C=CC=CC=2)(C2C=CC=CC=2)C2C=CC=CC=2)=CC=1. The reactants are Cl[C:2]1[C:7]([C:8]([O:10][CH3:11])=[O:9])=[CH:6][N:5]=[CH:4][CH:3]=1.[Cl:12][C:13]1[CH:18]=[CH:17][C:16](B(O)O)=[C:15]([F:22])[CH:14]=1.C(=O)([O-])[O-].[Cs+].[Cs+]. The yield is 0.400. (2) The product is [F:46][C:45]([F:48])([F:47])[C:43]([OH:49])=[O:44].[C:1]1([S:7][C:8]2[CH:9]=[C:10]([CH:14]([N:18]3[CH:22]=[C:21]([C:23]4[C:24]5[CH:31]=[CH:30][NH:29][C:25]=5[N:26]=[CH:27][N:28]=4)[CH:20]=[N:19]3)[CH2:15][C:16]#[N:17])[CH:11]=[N:12][CH:13]=2)[CH:2]=[CH:3][CH:4]=[CH:5][CH:6]=1. The yield is 0.581. No catalyst specified. The reactants are [C:1]1([S:7][C:8]2[CH:9]=[C:10]([CH:14]([N:18]3[CH:22]=[C:21]([C:23]4[C:24]5[CH:31]=[CH:30][N:29](COCC[Si](C)(C)C)[C:25]=5[N:26]=[CH:27][N:28]=4)[CH:20]=[N:19]3)[CH2:15][C:16]#[N:17])[CH:11]=[N:12][CH:13]=2)[CH:6]=[CH:5][CH:4]=[CH:3][CH:2]=1.C(Cl)Cl.[C:43]([OH:49])([C:45]([F:48])([F:47])[F:46])=[O:44].CO.C(N)CN.